From a dataset of CYP3A4 inhibition data for predicting drug metabolism from PubChem BioAssay. Regression/Classification. Given a drug SMILES string, predict its absorption, distribution, metabolism, or excretion properties. Task type varies by dataset: regression for continuous measurements (e.g., permeability, clearance, half-life) or binary classification for categorical outcomes (e.g., BBB penetration, CYP inhibition). Dataset: cyp3a4_veith. (1) The molecule is O=C(CN(CC1CCCO1)C(=O)CNS(=O)(=O)c1ccc(Cl)cc1)NCCc1ccccc1. The result is 1 (inhibitor). (2) The molecule is O=C(O)c1cc(=O)[nH]c(=S)[nH]1. The result is 0 (non-inhibitor). (3) The result is 1 (inhibitor). The compound is O=C(COC(=O)c1cccnc1Nc1cccc(C(F)(F)F)c1)NCc1ccc2c(c1)OCO2. (4) The molecule is CC(=O)C1=NOC(CNC(=O)c2c(-c3ccccc3Cl)noc2C)C1. The result is 1 (inhibitor). (5) The drug is COc1cccc(-c2cncnc2Nc2ccc(F)cc2)c1. The result is 1 (inhibitor). (6) The drug is CS(=O)(=O)N1CCC2(CCCN(C(=O)Nc3ccccc3)C2)CC1. The result is 0 (non-inhibitor). (7) The drug is CCn1c(SCC(=O)Nc2sc3c(c2C(N)=O)CCC(C)C3)nnc1-c1ccco1. The result is 1 (inhibitor).